Dataset: Catalyst prediction with 721,799 reactions and 888 catalyst types from USPTO. Task: Predict which catalyst facilitates the given reaction. Reactant: [O:1]1[C:5]2[CH:6]=[CH:7][C:8]([C:10](=[O:36])[CH2:11][S:12][C@H:13]3[C:16](=[O:17])[N:15]([C:18]4[CH:23]=[CH:22][C:21]([Cl:24])=[CH:20][CH:19]=4)[C@@H:14]3[C:25]3[CH:35]=[CH:34][C:28]([O:29][CH2:30][C:31](O)=[O:32])=[CH:27][CH:26]=3)=[CH:9][C:4]=2[O:3][CH2:2]1.CN1CCOCC1.CN(C(ON1N=NC2C=CC=CC1=2)=[N+](C)C)C.[B-](F)(F)(F)F.[NH2:66][CH2:67][C:68]([NH:70][C@@H:71]([C:79]([OH:81])=[O:80])[CH2:72][CH:73]1[CH2:78][CH2:77][CH2:76][CH2:75][CH2:74]1)=[O:69]. Product: [O:1]1[C:5]2[CH:6]=[CH:7][C:8]([CH:10]([OH:36])[CH2:11][S:12][C@H:13]3[C:16](=[O:17])[N:15]([C:18]4[CH:23]=[CH:22][C:21]([Cl:24])=[CH:20][CH:19]=4)[C@@H:14]3[C:25]3[CH:35]=[CH:34][C:28]([O:29][CH2:30][C:31]([NH:66][CH2:67][C:68]([NH:70][C@@H:71]([C:79]([OH:81])=[O:80])[CH2:72][CH:73]4[CH2:78][CH2:77][CH2:76][CH2:75][CH2:74]4)=[O:69])=[O:32])=[CH:27][CH:26]=3)=[CH:9][C:4]=2[O:3][CH2:2]1. The catalyst class is: 3.